Dataset: Forward reaction prediction with 1.9M reactions from USPTO patents (1976-2016). Task: Predict the product of the given reaction. (1) Given the reactants [N:1]1([S:7]([C:10]2[CH:11]=[C:12]([C:16]3[N:24]4[C:19]([CH:20]=[N:21][C:22](O)=[N:23]4)=[CH:18][CH:17]=3)[CH:13]=[CH:14][CH:15]=2)(=[O:9])=[O:8])[CH2:6][CH2:5][O:4][CH2:3][CH2:2]1.[NH2:26][C:27]1[CH:32]=[CH:31][C:30]([CH:33]2[N:38]([CH3:39])[CH2:37][CH2:36][N:35]([CH3:40])[C:34]2=[O:41])=[CH:29][CH:28]=1, predict the reaction product. The product is: [CH3:40][N:35]1[CH2:36][CH2:37][N:38]([CH3:39])[CH:33]([C:30]2[CH:31]=[CH:32][C:27]([NH:26][C:22]3[N:21]=[CH:20][C:19]4=[CH:18][CH:17]=[C:16]([C:12]5[CH:13]=[CH:14][CH:15]=[C:10]([S:7]([N:1]6[CH2:2][CH2:3][O:4][CH2:5][CH2:6]6)(=[O:9])=[O:8])[CH:11]=5)[N:24]4[N:23]=3)=[CH:28][CH:29]=2)[C:34]1=[O:41]. (2) Given the reactants C([O:4][C:5]1[C:6]([CH3:21])=[C:7]2[C:15](=[C:16]([CH3:19])[C:17]=1[CH3:18])[O:14][C:10]1([CH2:13][CH2:12][CH2:11]1)[CH2:9][C:8]2=[O:20])(=O)C.C[Si]([C:26]#[N:27])(C)C.C1COCC1.[H-].[Al+3].[Li+].[H-].[H-].[H-], predict the reaction product. The product is: [NH2:27][CH2:26][C:8]1([OH:20])[C:7]2[C:15](=[C:16]([CH3:19])[C:17]([CH3:18])=[C:5]([OH:4])[C:6]=2[CH3:21])[O:14][C:10]2([CH2:11][CH2:12][CH2:13]2)[CH2:9]1. (3) Given the reactants [NH2:1][C:2]1[CH:3]=[C:4]([OH:9])[CH:5]=[C:6]([Br:8])[CH:7]=1.[F:10][C:11]1[CH:16]=[CH:15][C:14]([S:17](Cl)(=[O:19])=[O:18])=[CH:13][CH:12]=1, predict the reaction product. The product is: [Br:8][C:6]1[CH:7]=[C:2]([NH:1][S:17]([C:14]2[CH:15]=[CH:16][C:11]([F:10])=[CH:12][CH:13]=2)(=[O:19])=[O:18])[CH:3]=[C:4]([OH:9])[CH:5]=1. (4) Given the reactants [OH:1][C:2]1[CH:6]=[C:5]([C:7]([O:9][CH3:10])=[O:8])[NH:4][N:3]=1.Cl[CH2:12][O:13][CH3:14].C(=O)([O-])[O-].[K+].[K+].CN(C)C=O, predict the reaction product. The product is: [CH3:12][O:13][CH2:14][O:1][C:2]1[CH:6]=[C:5]([C:7]([O:9][CH3:10])=[O:8])[NH:4][N:3]=1. (5) Given the reactants [OH:1][C:2]1[CH:7]=[C:6]([CH2:8][NH:9]/[CH:10]=[C:11]2\[C:12](=[O:23])[NH:13][C:14](=[O:22])[C:15]3[C:20]\2=[CH:19][C:18]([I:21])=[CH:17][CH:16]=3)[CH:5]=[CH:4][C:3]=1[NH:24][C:25](=[O:30])/[C:26](/C)=[CH:27]/C.NC1C=CC(CN/C=C2\C(=O)NC(=O)C3C\2=CC(I)=CC=3)=CC=1O[Si](C(C)C)(C(C)C)C(C)C.[Cl:65]/C=C\C(O)=O, predict the reaction product. The product is: [Cl:65]/[CH:27]=[CH:26]\[C:25]([NH:24][C:3]1[CH:4]=[CH:5][C:6]([CH2:8][NH:9]/[CH:10]=[C:11]2\[C:12](=[O:23])[NH:13][C:14](=[O:22])[C:15]3[C:20]\2=[CH:19][C:18]([I:21])=[CH:17][CH:16]=3)=[CH:7][C:2]=1[OH:1])=[O:30]. (6) Given the reactants [C:1]([O:5][C:6]([N:8]([CH3:15])[C:9]([CH3:14])([CH3:13])[C:10]([OH:12])=[O:11])=[O:7])([CH3:4])([CH3:3])[CH3:2].ON[C:18](=[O:24])[CH2:19][CH2:20][C:21]([NH2:23])=[O:22].C(N(CC)CC)C.C(Cl)CCl, predict the reaction product. The product is: [C:1]([O:5][C:6]([N:8]([CH3:15])[C:9]([CH3:14])([CH3:13])[C:10]([O:12][N:23]1[C:21](=[O:22])[CH2:20][CH2:19][C:18]1=[O:24])=[O:11])=[O:7])([CH3:4])([CH3:3])[CH3:2]. (7) Given the reactants [CH3:1][O:2][C:3]1[CH:4]=[C:5]([CH:21]=[CH:22][C:23]=1[O:24][CH3:25])[CH2:6][CH:7]1[C:16]2[C:11](=[CH:12][C:13]([O:19][CH3:20])=[C:14]([O:17][CH3:18])[CH:15]=2)[CH2:10][CH2:9][NH:8]1.Br[CH2:27][C:28](Br)=[O:29].[CH3:31][O:32][C:33]1[CH:40]=[CH:39][C:36]([CH2:37][NH2:38])=[CH:35][CH:34]=1, predict the reaction product. The product is: [CH3:1][O:2][C:3]1[CH:4]=[C:5]([CH:21]=[CH:22][C:23]=1[O:24][CH3:25])[CH2:6][CH:7]1[C:16]2[C:11](=[CH:12][C:13]([O:19][CH3:20])=[C:14]([O:17][CH3:18])[CH:15]=2)[CH2:10][CH2:9][N:8]1[CH2:27][C:28]([NH:38][CH2:37][C:36]1[CH:39]=[CH:40][C:33]([O:32][CH3:31])=[CH:34][CH:35]=1)=[O:29].